Predict the reaction yield, written as a fraction of the theoretical maximum amount of product (1.0 means a 100% yield; for example, 0.34 means a 34% yield). From a dataset of Reaction yield outcomes from USPTO patents with 853,638 reactions. The reactants are Cl[C:2]1[C:11]2[C:6](=[CH:7][CH:8]=[C:9]([I:12])[CH:10]=2)[N:5]=[CH:4][N:3]=1.[O:13]1[C:18]2[CH:19]=[CH:20][CH:21]=[CH:22][C:17]=2[NH:16][CH2:15][CH2:14]1.C(N(CC)CC)C.N1C2C(=CC=CC=2)C=NC=1. The catalyst is O1CCOCC1. The product is [I:12][C:9]1[CH:10]=[C:11]2[C:6](=[CH:7][CH:8]=1)[N:5]=[CH:4][N:3]=[C:2]2[N:16]1[C:17]2[CH:22]=[CH:21][CH:20]=[CH:19][C:18]=2[O:13][CH2:14][CH2:15]1. The yield is 0.400.